Predict the product of the given reaction. From a dataset of Forward reaction prediction with 1.9M reactions from USPTO patents (1976-2016). (1) Given the reactants [OH-].[Li+].[C:3]([O:7][C:8]([NH:10][CH2:11][CH2:12][CH2:13][N:14]1[C:18]2[CH:19]=[C:20]([C:23]([O:25]C)=[O:24])[CH:21]=[CH:22][C:17]=2[N:16]=[C:15]1[NH:27][C:28]1[CH:33]=[C:32]([O:34][CH3:35])[C:31]([O:36][CH3:37])=[C:30]([O:38][CH3:39])[CH:29]=1)=[O:9])([CH3:6])([CH3:5])[CH3:4], predict the reaction product. The product is: [C:3]([O:7][C:8]([NH:10][CH2:11][CH2:12][CH2:13][N:14]1[C:18]2[CH:19]=[C:20]([C:23]([OH:25])=[O:24])[CH:21]=[CH:22][C:17]=2[N:16]=[C:15]1[NH:27][C:28]1[CH:29]=[C:30]([O:38][CH3:39])[C:31]([O:36][CH3:37])=[C:32]([O:34][CH3:35])[CH:33]=1)=[O:9])([CH3:5])([CH3:4])[CH3:6]. (2) Given the reactants [CH3:1][N:2]([CH3:11])[C:3]1[CH:10]=[CH:9][C:6]([CH:7]=[O:8])=[CH:5][CH:4]=1.FC(F)(F)S(O[C:18]1[CH:23]=[CH:22]C=[CH:20][C:19]=1[Si](C)(C)C)(=O)=O.[F-].[K+].C1OCCOCCOCCOCCOCCOC1, predict the reaction product. The product is: [CH3:1][N:2]([C:11]1[CH:22]=[CH:23][CH:18]=[CH:19][CH:20]=1)[C:3]1[CH:10]=[CH:9][C:6]([CH:7]=[O:8])=[CH:5][CH:4]=1. (3) Given the reactants [F:1][C:2]([F:19])([F:18])[C:3]([C:6]1[CH:11]=[CH:10][CH:9]=[C:8]([N:12]2[CH2:17][CH2:16][O:15][CH2:14][CH2:13]2)[CH:7]=1)=[N:4]O, predict the reaction product. The product is: [F:19][C:2]([F:1])([F:18])[CH:3]([NH2:4])[C:6]1[CH:11]=[CH:10][CH:9]=[C:8]([N:12]2[CH2:17][CH2:16][O:15][CH2:14][CH2:13]2)[CH:7]=1.